From a dataset of Forward reaction prediction with 1.9M reactions from USPTO patents (1976-2016). Predict the product of the given reaction. (1) Given the reactants Cl[C:2]1C=CC=C(C(OO)=O)[CH:3]=1.C(S[C:15]1[CH:35]=[C:34]([C:36]([F:39])([F:38])[F:37])[CH:33]=[CH:32][C:16]=1[C:17]([N:19]([CH3:31])[C:20]1[CH:25]=[CH:24][C:23]([S:26][C:27]([F:30])([F:29])[F:28])=[CH:22][N:21]=1)=[O:18])C.C(=O)(O)[O-].[Na+].[S:45]([O-:49])([O-])(=[O:47])=S.[Na+].[Na+], predict the reaction product. The product is: [CH2:2]([S:45]([C:15]1[CH:35]=[C:34]([C:36]([F:38])([F:39])[F:37])[CH:33]=[CH:32][C:16]=1[C:17]([N:19]([CH3:31])[C:20]1[CH:25]=[CH:24][C:23]([S:26][C:27]([F:30])([F:29])[F:28])=[CH:22][N:21]=1)=[O:18])(=[O:49])=[O:47])[CH3:3]. (2) Given the reactants [CH3:1][NH:2][C:3](=[O:24])[C:4]1[C:9]([C:10]2[CH:15]=[CH:14][CH:13]=[CH:12][C:11]=2[CH3:16])=[CH:8][C:7]([N:17]2[CH2:22][CH2:21][N:20]([CH3:23])[CH2:19][CH2:18]2)=[N:6][CH:5]=1.C[Si](C)(C)[N-][Si](C)(C)C.[K+].[F:35][C:36]([F:50])([F:49])[C:37]1[CH:38]=[C:39]([CH:42]=[C:43]([C:45]([F:48])([F:47])[F:46])[CH:44]=1)[CH2:40]Br, predict the reaction product. The product is: [F:35][C:36]([F:50])([F:49])[C:37]1[CH:38]=[C:39]([CH:42]=[C:43]([C:45]([F:48])([F:47])[F:46])[CH:44]=1)[CH2:40][N:2]([CH3:1])[C:3](=[O:24])[C:4]1[C:9]([C:10]2[CH:15]=[CH:14][CH:13]=[CH:12][C:11]=2[CH3:16])=[CH:8][C:7]([N:17]2[CH2:22][CH2:21][N:20]([CH3:23])[CH2:19][CH2:18]2)=[N:6][CH:5]=1. (3) Given the reactants [NH2:1][C:2]1[C:3]([C:23]([NH:25][CH3:26])=[O:24])=[N:4][C:5]([C:8]2[CH:13]=[CH:12][CH:11]=[C:10]([C:14]([NH:16][CH2:17][CH:18]3[CH2:22][CH2:21][CH2:20][NH:19]3)=[O:15])[CH:9]=2)=[CH:6][N:7]=1.[CH:27](=O)[C:28]1[CH:33]=[CH:32][CH:31]=[CH:30][CH:29]=1.C([BH3-])#N.[Na+].C(O)(=O)C, predict the reaction product. The product is: [NH2:1][C:2]1[C:3]([C:23]([NH:25][CH3:26])=[O:24])=[N:4][C:5]([C:8]2[CH:13]=[CH:12][CH:11]=[C:10]([C:14]([NH:16][CH2:17][CH:18]3[CH2:22][CH2:21][CH2:20][N:19]3[CH2:27][C:28]3[CH:33]=[CH:32][CH:31]=[CH:30][CH:29]=3)=[O:15])[CH:9]=2)=[CH:6][N:7]=1. (4) Given the reactants C[O:2][C:3](=[O:38])/[C:4](/[NH:16][C:17](=[O:37])[C:18]1[C:23]([CH3:24])=[CH:22][C:21]([C:25]([NH:27][CH2:28][C:29]2[CH:34]=[CH:33][CH:32]=[C:31]([OH:35])[CH:30]=2)=[O:26])=[CH:20][C:19]=1[Cl:36])=[CH:5]/[C:6]1[CH:7]=[N:8][C:9]2[C:14]([CH:15]=1)=[CH:13][CH:12]=[CH:11][CH:10]=2.O.[OH-].[Li+], predict the reaction product. The product is: [Cl:36][C:19]1[CH:20]=[C:21]([C:25]([NH:27][CH2:28][C:29]2[CH:34]=[CH:33][CH:32]=[C:31]([OH:35])[CH:30]=2)=[O:26])[CH:22]=[C:23]([CH3:24])[C:18]=1[C:17]([NH:16]/[C:4](=[CH:5]\[C:6]1[CH:7]=[N:8][C:9]2[C:14]([CH:15]=1)=[CH:13][CH:12]=[CH:11][CH:10]=2)/[C:3]([OH:38])=[O:2])=[O:37]. (5) The product is: [CH3:7][C:8]1[N:12]([CH2:13][C:14]2[CH:19]=[CH:18][CH:17]=[C:16]([O:20][CH:38]3[CH2:43][CH2:42][O:41][CH2:40][CH2:39]3)[CH:15]=2)[N:11]=[C:10]([C:21]2[O:25][N:24]=[C:23]([C:26]3[CH:31]=[CH:30][C:29]([O:32][C:33]([F:36])([F:34])[F:35])=[CH:28][CH:27]=3)[N:22]=2)[N:9]=1. Given the reactants C([O-])([O-])=O.[Cs+].[Cs+].[CH3:7][C:8]1[N:12]([CH2:13][C:14]2[CH:15]=[C:16]([OH:20])[CH:17]=[CH:18][CH:19]=2)[N:11]=[C:10]([C:21]2[O:25][N:24]=[C:23]([C:26]3[CH:31]=[CH:30][C:29]([O:32][C:33]([F:36])([F:35])[F:34])=[CH:28][CH:27]=3)[N:22]=2)[N:9]=1.Br[CH:38]1[CH2:43][CH2:42][O:41][CH2:40][CH2:39]1, predict the reaction product. (6) Given the reactants C1C=C(Cl)C=C(C(OO)=[O:9])C=1.[F:12][C:13]1[CH:18]=[C:17]([S:19][CH3:20])[C:16]([F:21])=[CH:15][C:14]=1[F:22].[OH2:23], predict the reaction product. The product is: [F:12][C:13]1[CH:18]=[C:17]([S:19]([CH3:20])=[O:9])[C:16]([F:21])=[CH:15][C:14]=1[F:22].[F:12][C:13]1[CH:18]=[C:17]([S:19]([CH3:20])(=[O:9])=[O:23])[C:16]([F:21])=[CH:15][C:14]=1[F:22]. (7) Given the reactants [F:1][C:2]1[CH:11]=[C:10]2[C:5]([CH:6]=[CH:7][C:8]([CH3:12])=[N:9]2)=[C:4]([N:13]2[CH2:18][CH2:17][NH:16][CH2:15][CH2:14]2)[CH:3]=1.[Cl:19][CH2:20][CH2:21][C:22]1[CH:23]=[CH:24][C:25]2[O:30][CH2:29][C:28](=[O:31])[N:27]([CH3:32])[C:26]=2[CH:33]=1.Cl, predict the reaction product. The product is: [ClH:19].[F:1][C:2]1[CH:11]=[C:10]2[C:5]([CH:6]=[CH:7][C:8]([CH3:12])=[N:9]2)=[C:4]([N:13]2[CH2:14][CH2:15][N:16]([CH2:20][CH2:21][C:22]3[CH:23]=[CH:24][C:25]4[O:30][CH2:29][C:28](=[O:31])[N:27]([CH3:32])[C:26]=4[CH:33]=3)[CH2:17][CH2:18]2)[CH:3]=1.